From a dataset of Catalyst prediction with 721,799 reactions and 888 catalyst types from USPTO. Predict which catalyst facilitates the given reaction. (1) The catalyst class is: 55. Reactant: [CH2:1]([S:4]([NH:7][C@@H:8]([C:13]([NH:15][C@H:16]([C:27]([NH:29][CH2:30][C:31]1[CH:36]=[CH:35][C:34]([C:37]#[N:38])=[CH:33][CH:32]=1)=[O:28])[CH2:17][N:18](C(OC(C)(C)C)=O)[CH3:19])=[O:14])[C@@H:9]([CH2:11][CH3:12])[CH3:10])(=[O:6])=[O:5])[CH2:2][CH3:3]. Product: [CH2:1]([S:4]([NH:7][C@@H:8]([C:13]([NH:15][C@H:16]([C:27]([NH:29][CH2:30][C:31]1[CH:32]=[CH:33][C:34]([C:37]#[N:38])=[CH:35][CH:36]=1)=[O:28])[CH2:17][NH:18][CH3:19])=[O:14])[C@@H:9]([CH2:11][CH3:12])[CH3:10])(=[O:6])=[O:5])[CH2:2][CH3:3]. (2) Product: [F:39][C:32]1[CH:33]=[N:34][N:35]([CH3:36])[C:31]=1[C:27]1[CH:28]=[C:29]2[C:24](=[CH:25][CH:26]=1)[C:23](=[O:37])[N:22]([C@@H:9]([CH2:8][C:4]1[CH:5]=[CH:6][CH:7]=[C:2]([F:1])[CH:3]=1)[CH2:10][N:11]1[C:19](=[O:20])[C:18]3[C:13](=[CH:14][CH:15]=[CH:16][CH:17]=3)[C:12]1=[O:21])[CH2:30]2. Reactant: [F:1][C:2]1[CH:3]=[C:4]([CH2:8][C@H:9]([N:22]2[CH2:30][C:29]3[C:24](=[CH:25][CH:26]=[C:27]([C:31]4[N:35]([CH3:36])[N:34]=[CH:33][CH:32]=4)[CH:28]=3)[C:23]2=[O:37])[CH2:10][N:11]2[C:19](=[O:20])[C:18]3[C:13](=[CH:14][CH:15]=[CH:16][CH:17]=3)[C:12]2=[O:21])[CH:5]=[CH:6][CH:7]=1.[B-](F)(F)(F)[F:39].[B-](F)(F)(F)F.C1[N+]2(CCl)CC[N+](F)(CC2)C1. The catalyst class is: 30. (3) Reactant: [CH2:1]([O:3][C:4]1[C:8]([CH2:9][CH2:10][CH2:11][OH:12])=[CH:7][N:6]([C:13]2[CH:18]=[CH:17][C:16]([C:19]([F:22])([F:21])[F:20])=[CH:15][N:14]=2)[N:5]=1)[CH3:2].O[C:24]1[CH:29]=[CH:28][C:27]([O:30][CH3:31])=[CH:26][C:25]=1[CH2:32][C:33]([O:35]C)=[O:34].C(P(CCCC)CCCC)CCC.N(C(N1CCCCC1)=O)=NC(N1CCCCC1)=O. Product: [CH2:1]([O:3][C:4]1[C:8]([CH2:9][CH2:10][CH2:11][O:12][C:24]2[CH:29]=[CH:28][C:27]([O:30][CH3:31])=[CH:26][C:25]=2[CH2:32][C:33]([OH:35])=[O:34])=[CH:7][N:6]([C:13]2[CH:18]=[CH:17][C:16]([C:19]([F:21])([F:20])[F:22])=[CH:15][N:14]=2)[N:5]=1)[CH3:2]. The catalyst class is: 7. (4) Reactant: C(OC[CH2:6][O:7][C:8]1[CH:20]=[C:19]([Cl:21])[C:18]2[C:17]3[C:12](=[CH:13][CH:14]=[CH:15][CH:16]=3)[C@:11]([OH:26])([C:22]([F:25])([F:24])[F:23])[C:10]=2[CH:9]=1)(=O)C.[CH3:27][Mg]Br.[O:30]1[CH2:34][CH2:33]CC1.Cl. Product: [Cl:21][C:19]1[C:18]2[C:17]3[C:12](=[CH:13][CH:14]=[CH:15][CH:16]=3)[C@@:11]([C:22]([F:23])([F:24])[F:25])([OH:26])[C:10]=2[CH:9]=[C:8]([O:7][CH2:6][C:34]([OH:30])([CH3:33])[CH3:27])[CH:20]=1. The catalyst class is: 7. (5) The catalyst class is: 16. Product: [C:1]([O:5][C:6](=[O:19])[NH:7][C:8]1[CH:13]=[C:12]([N:21]([CH3:20])[CH2:22][CH2:23][CH3:24])[C:11]([CH3:15])=[CH:10][C:9]=1[N+:16]([O-:18])=[O:17])([CH3:4])([CH3:3])[CH3:2]. Reactant: [C:1]([O:5][C:6](=[O:19])[NH:7][C:8]1[CH:13]=[C:12](Cl)[C:11]([CH3:15])=[CH:10][C:9]=1[N+:16]([O-:18])=[O:17])([CH3:4])([CH3:3])[CH3:2].[CH3:20][NH:21][CH2:22][CH2:23][CH3:24]. (6) Reactant: [F:1][C:2]([F:17])([F:16])[C:3]([NH:5][CH2:6][CH2:7][NH:8][C:9](=[O:15])[O:10][C:11]([CH3:14])([CH3:13])[CH3:12])=O.[H-].[Al+3].[Li+].[H-].[H-].[H-].O.[OH-].[Na+]. Product: [F:1][C:2]([F:16])([F:17])[CH2:3][NH:5][CH2:6][CH2:7][NH:8][C:9](=[O:15])[O:10][C:11]([CH3:12])([CH3:14])[CH3:13]. The catalyst class is: 7. (7) Reactant: [CH3:1][C:2]1[NH:3][C:4]([C:8]2[CH:9]=[C:10]([CH:14]=[CH:15][C:16]=2[CH3:17])[C:11]([OH:13])=O)=[C:5]([CH3:7])[N:6]=1.Cl.[NH:19]1[CH2:22][CH:21]([C:23]2[CH:30]=[CH:29][C:26]([C:27]#[N:28])=[CH:25][CH:24]=2)[CH2:20]1.C1C=CC2N(O)N=NC=2C=1.CCN=C=NCCCN(C)C.CCN(C(C)C)C(C)C. Product: [CH3:1][C:2]1[NH:3][C:4]([C:8]2[CH:9]=[C:10]([CH:14]=[CH:15][C:16]=2[CH3:17])[C:11]([N:19]2[CH2:22][CH:21]([C:23]3[CH:30]=[CH:29][C:26]([C:27]#[N:28])=[CH:25][CH:24]=3)[CH2:20]2)=[O:13])=[C:5]([CH3:7])[N:6]=1. The catalyst class is: 3.